Dataset: Full USPTO retrosynthesis dataset with 1.9M reactions from patents (1976-2016). Task: Predict the reactants needed to synthesize the given product. (1) Given the product [OH:33][C@@:26]1([C:24]#[C:25][C:7]2[CH:6]=[CH:5][C:4]([C:8]3[C:9]4[N:10]([C:17]([C:20]([F:23])([F:22])[F:21])=[CH:18][N:19]=4)[CH:11]=[C:12]([C:14]([NH2:16])=[O:15])[N:13]=3)=[CH:3][CH:2]=2)[CH2:30][CH2:29][N:28]([CH3:31])[C:27]1=[O:32], predict the reactants needed to synthesize it. The reactants are: Br[C:2]1[CH:3]=[C:4]([C:8]2[C:9]3[N:10]([C:17]([C:20]([F:23])([F:22])[F:21])=[CH:18][N:19]=3)[CH:11]=[C:12]([C:14]([NH2:16])=[O:15])[N:13]=2)[CH:5]=[CH:6][CH:7]=1.[C:24]([C@:26]1([OH:33])[CH2:30][CH2:29][N:28]([CH3:31])[C:27]1=[O:32])#[CH:25]. (2) Given the product [NH2:5][C@@H:4]([CH2:8][OH:7])[CH2:3][C:2]([F:13])([F:1])[C:21]([O:15][CH3:16])=[O:22], predict the reactants needed to synthesize it. The reactants are: [F:1][C:2]1([F:13])C(=O)[N:5]2C(C)(C)[O:7][CH2:8][C@H:4]2[CH2:3]1.Cl.[O:15]1CCOC[CH2:16]1.[CH3:21][OH:22]. (3) Given the product [CH3:23][N:17]1[C:16](=[O:24])[C:15]2[C:20](=[CH:21][CH:22]=[C:13]([O:12][C:9]3[CH:8]=[CH:7][C:6]([NH:5][C:3]([NH:37][C:33]4[CH:32]=[C:31]([C:30]([F:39])([F:29])[F:38])[N:36]=[CH:35][N:34]=4)=[O:4])=[CH:11][CH:10]=3)[CH:14]=2)[N:19]=[CH:18]1, predict the reactants needed to synthesize it. The reactants are: ClC(Cl)(Cl)[C:3]([NH:5][C:6]1[CH:11]=[CH:10][C:9]([O:12][C:13]2[CH:14]=[C:15]3[C:20](=[CH:21][CH:22]=2)[N:19]=[CH:18][N:17]([CH3:23])[C:16]3=[O:24])=[CH:8][CH:7]=1)=[O:4].[OH-].[Na+].[F:29][C:30]([F:39])([F:38])[C:31]1[N:36]=[CH:35][N:34]=[C:33]([NH2:37])[CH:32]=1. (4) Given the product [N+:1]([C:4]1[CH:12]=[C:11]2[C:7]([CH2:8][CH2:9][CH:10]2[NH:30][C:29]2[CH:31]=[CH:32][C:26]([C:25]([F:24])([F:33])[F:34])=[CH:27][CH:28]=2)=[CH:6][C:5]=1[NH:14][C:15](=[O:23])[CH2:16][CH2:17][CH:18]1[CH2:22][CH2:21][CH2:20][CH2:19]1)([O-:3])=[O:2], predict the reactants needed to synthesize it. The reactants are: [N+:1]([C:4]1[CH:12]=[C:11]2[C:7]([CH2:8][CH2:9][C:10]2=O)=[CH:6][C:5]=1[NH:14][C:15](=[O:23])[CH2:16][CH2:17][CH:18]1[CH2:22][CH2:21][CH2:20][CH2:19]1)([O-:3])=[O:2].[F:24][C:25]([F:34])([F:33])[C:26]1[CH:32]=[CH:31][C:29]([NH2:30])=[CH:28][CH:27]=1.[B][B][B][B][B][B][B][B][B][B]. (5) Given the product [OH:2][C:3]1[CH:8]=[CH:7][C:6]([C:9]2[NH:10][C:11]([NH:14][C:15](=[O:28])[C:16]([CH3:17])([S:18]([CH:21]3[CH2:22][CH2:23][O:24][CH2:25][CH2:26]3)(=[O:20])=[O:19])[CH3:27])=[N:12][N:13]=2)=[CH:5][CH:4]=1, predict the reactants needed to synthesize it. The reactants are: C[O:2][C:3]1[CH:8]=[CH:7][C:6]([C:9]2[NH:10][C:11]([NH:14][C:15](=[O:28])[C:16]([CH3:27])([S:18]([CH:21]3[CH2:26][CH2:25][O:24][CH2:23][CH2:22]3)(=[O:20])=[O:19])[CH3:17])=[N:12][N:13]=2)=[CH:5][CH:4]=1.[Br-].[Br-].[Br-].[Al+3]. (6) Given the product [CH3:22][C:21]1[C:16]([N:13]2[CH2:14][CH2:15][N:10]([C:8]([C:5]3[CH:6]=[CH:7][C:2]([N:27]4[CH2:28][CH2:29][O:25][C:26]4=[O:30])=[C:3]([CH3:24])[CH:4]=3)=[O:9])[CH2:11][CH2:12]2)=[N:17][CH:18]=[C:19]([CH3:23])[CH:20]=1, predict the reactants needed to synthesize it. The reactants are: Br[C:2]1[CH:7]=[CH:6][C:5]([C:8]([N:10]2[CH2:15][CH2:14][N:13]([C:16]3[C:21]([CH3:22])=[CH:20][C:19]([CH3:23])=[CH:18][N:17]=3)[CH2:12][CH2:11]2)=[O:9])=[CH:4][C:3]=1[CH3:24].[O:25]1[CH2:29][CH2:28][NH:27][C:26]1=[O:30]. (7) Given the product [O:27]1[C:25]([C:24]2[CH:29]=[C:30]([CH:31]=[CH:22][CH:23]=2)[C:1]([OH:4])=[O:2])=[CH:8][N:7]=[CH:28]1, predict the reactants needed to synthesize it. The reactants are: [C:1]([O-:4])([O-])=[O:2].[K+].[K+].[N+:7](CS(C1C=CC(C)=CC=1)(=O)=O)#[C-:8].C([C:22]1[CH:23]=[C:24]([CH:29]=[CH:30][CH:31]=1)[C:25]([O:27][CH3:28])=O)=O.Cl. (8) Given the product [ClH:46].[ClH:48].[C:9]([NH:18][C@@H:19]1[CH2:24][CH2:23][CH2:22][CH2:21][C@@H:20]1[NH:25][C:26]1[C:35]2[C:30](=[CH:31][CH:32]=[C:33]([O:36][CH3:37])[CH:34]=2)[N:29]=[C:28]([NH:38][C:39](=[O:47])[C:40]2[CH:45]=[CH:44][C:43]([Cl:46])=[CH:42][CH:41]=2)[N:27]=1)(=[NH:8])[NH2:10], predict the reactants needed to synthesize it. The reactants are: C(OC([NH:8][C:9]([NH:18][C@@H:19]1[CH2:24][CH2:23][CH2:22][CH2:21][C@@H:20]1[NH:25][C:26]1[C:35]2[C:30](=[CH:31][CH:32]=[C:33]([O:36][CH3:37])[CH:34]=2)[N:29]=[C:28]([NH:38][C:39](=[O:47])[C:40]2[CH:45]=[CH:44][C:43]([Cl:46])=[CH:42][CH:41]=2)[N:27]=1)=[N:10]C(OC(C)(C)C)=O)=O)(C)(C)C.[ClH:48]. (9) Given the product [CH3:17][O:18][C:19]1[CH:20]=[C:21]2[C:26](=[CH:27][CH:28]=1)[CH:25]=[C:24]([C@H:29]([CH3:40])[C:30]([O:32][CH2:33][CH3:34])=[O:31])[CH:23]=[CH:22]2, predict the reactants needed to synthesize it. The reactants are: C(OC(=O)C)(=O)C.[N+]([O-])(O)=O.C(=O)(O)[O-].[Na+].[CH3:17][O:18][C:19]1[CH:20]=[C:21]2[C:26](=[CH:27][CH:28]=1)[CH:25]=[C:24]([C@H:29]([CH3:40])[C:30]([O:32][CH2:33][CH2:34]S(CCO)=O)=[O:31])[CH:23]=[CH:22]2.